This data is from Forward reaction prediction with 1.9M reactions from USPTO patents (1976-2016). The task is: Predict the product of the given reaction. (1) Given the reactants [C:1]([NH:22][C@H:23]([C:30]([OH:32])=[O:31])[CH2:24][O:25][P:26]([OH:29])([OH:28])=[O:27])(=[O:21])[CH2:2][CH2:3][CH2:4]/[CH:5]=[CH:6]\[CH2:7][CH:8]=[CH:9][CH2:10][CH:11]=[CH:12][CH2:13][CH:14]=[CH:15][CH2:16][CH2:17][CH2:18][CH2:19][CH3:20].Cl.[CH3:34]OC(=O)[C@H]([C@@H](C)O)N, predict the reaction product. The product is: [C:1]([NH:22][C@H:23]([C:30]([OH:32])=[O:31])[C@@H:24]([CH3:34])[O:25][P:26]([OH:29])([OH:28])=[O:27])(=[O:21])[CH2:2][CH2:3][CH2:4]/[CH:5]=[CH:6]\[CH2:7][CH:8]=[CH:9][CH2:10][CH:11]=[CH:12][CH2:13][CH:14]=[CH:15][CH2:16][CH2:17][CH2:18][CH2:19][CH3:20]. (2) The product is: [C:17]1([C:2]2[C:11]3[C:6](=[CH:7][CH:8]=[CH:9][CH:10]=3)[N:5]=[CH:4][C:3]=2[C:12]([O:14][CH2:15][CH3:16])=[O:13])[CH:22]=[CH:21][CH:20]=[CH:19][CH:18]=1. Given the reactants Cl[C:2]1[C:11]2[C:6](=[CH:7][CH:8]=[CH:9][CH:10]=2)[N:5]=[CH:4][C:3]=1[C:12]([O:14][CH2:15][CH3:16])=[O:13].[C:17]1(B(O)O)[CH:22]=[CH:21][CH:20]=[CH:19][CH:18]=1.C(=O)([O-])[O-].[K+].[K+], predict the reaction product. (3) The product is: [CH2:27]([N:26]([CH2:25][C:21]1[S:20][C:19]([C:17]2[O:16][N:15]=[C:14]([C:11]3[CH:12]=[CH:13][C:8]([C:7]([NH:6][CH2:5][C:4]([OH:32])=[O:3])=[O:31])=[CH:9][CH:10]=3)[N:18]=2)=[CH:23][C:22]=1[CH3:24])[CH2:29][CH3:30])[CH3:28]. Given the reactants C([O:3][C:4](=[O:32])[CH2:5][NH:6][C:7](=[O:31])[C:8]1[CH:13]=[CH:12][C:11]([C:14]2[N:18]=[C:17]([C:19]3[S:20][C:21]([CH2:25][N:26]([CH2:29][CH3:30])[CH2:27][CH3:28])=[C:22]([CH3:24])[CH:23]=3)[O:16][N:15]=2)=[CH:10][CH:9]=1)C.Cl, predict the reaction product. (4) Given the reactants [Cl:1][C:2]1[CH:9]=[C:6]([CH:7]=O)[C:5]([OH:10])=[CH:4][CH:3]=1.[F:11][C:12]([F:25])([F:24])[C:13]1[CH:14]=[C:15]([CH:17]=[C:18]([C:20]([F:23])([F:22])[F:21])[CH:19]=1)[NH2:16], predict the reaction product. The product is: [Cl:1][C:2]1[CH:3]=[CH:4][C:5]([OH:10])=[C:6]([CH:7]=[N:16][C:15]2[CH:17]=[C:18]([C:20]([F:21])([F:22])[F:23])[CH:19]=[C:13]([C:12]([F:11])([F:24])[F:25])[CH:14]=2)[CH:9]=1. (5) Given the reactants [CH3:1][O:2][C:3]([C:5]1[C:10]([NH2:11])=[N:9][C:8](Cl)=[C:7]([Cl:13])[N:6]=1)=[O:4].[Cl-].[Li+].C([Sn](CCCC)(CCCC)[C:21]([O:23][CH2:24][CH3:25])=[CH2:22])CCC.[NH4+].[Cl-], predict the reaction product. The product is: [CH3:1][O:2][C:3]([C:5]1[C:10]([NH2:11])=[N:9][C:8]([C:21]([O:23][CH2:24][CH3:25])=[CH2:22])=[C:7]([Cl:13])[N:6]=1)=[O:4].